This data is from Catalyst prediction with 721,799 reactions and 888 catalyst types from USPTO. The task is: Predict which catalyst facilitates the given reaction. (1) Reactant: C[O:2][C:3]([C:5]1[CH:10]=[C:9]([CH3:11])[N:8]=[C:7](Cl)[N:6]=1)=[O:4].[CH3:13][OH:14]. Product: [CH3:13][O:14][C:7]1[N:6]=[C:5]([C:3]([OH:2])=[O:4])[CH:10]=[C:9]([CH3:11])[N:8]=1. The catalyst class is: 74. (2) Reactant: [C:1]([O:5][C:6]([N:8]([CH2:32][CH2:33][OH:34])[CH2:9][CH2:10][N:11]([C:19]1[CH:20]=[CH:21][C:22]([N+:29]([O-])=O)=[C:23]2[C:28]=1[N:27]=[CH:26][CH:25]=[CH:24]2)[C:12](=[O:18])[O:13][C:14]([CH3:17])([CH3:16])[CH3:15])=[O:7])([CH3:4])([CH3:3])[CH3:2].[Cl-].[NH4+].C(O)C. Product: [NH2:29][C:22]1[CH:21]=[CH:20][C:19]([N:11]([CH2:10][CH2:9][N:8]([C:6]([O:5][C:1]([CH3:4])([CH3:3])[CH3:2])=[O:7])[CH2:32][CH2:33][OH:34])[C:12](=[O:18])[O:13][C:14]([CH3:17])([CH3:16])[CH3:15])=[C:28]2[C:23]=1[CH:24]=[CH:25][CH:26]=[N:27]2. The catalyst class is: 6. (3) Product: [F:1][C:2]1[CH:3]=[CH:4][C:5]([O:20][CH3:21])=[C:6]([C:8]([CH3:19])([CH3:18])[CH2:9][C:10]([OH:13])([C:14]([F:17])([F:16])[F:15])[CH:11]=[O:12])[CH:7]=1. The catalyst class is: 549. Reactant: [F:1][C:2]1[CH:3]=[CH:4][C:5]([O:20][CH3:21])=[C:6]([C:8]([CH3:19])([CH3:18])[CH2:9][C:10]([C:14]([F:17])([F:16])[F:15])([OH:13])[CH2:11][OH:12])[CH:7]=1.C(N(CC)CC)C.[NH4+].[Cl-]. (4) Reactant: C[O:2][C:3](=[O:26])[C:4]1[C:5](=[C:10]([O:14][CH2:15][C:16]2[S:20][C:19]3[CH:21]=[CH:22][CH:23]=[CH:24][C:18]=3[C:17]=2[Cl:25])[CH:11]=[CH:12][CH:13]=1)[C:6]([O:8]C)=[O:7]. Product: [Cl:25][C:17]1[C:18]2[CH:24]=[CH:23][CH:22]=[CH:21][C:19]=2[S:20][C:16]=1[CH2:15][O:14][C:10]1[CH:11]=[CH:12][CH:13]=[C:4]([C:3]([OH:26])=[O:2])[C:5]=1[C:6]([OH:8])=[O:7]. The catalyst class is: 74. (5) Reactant: [Cl:1][C:2]1[CH:7]=[C:6]([NH2:8])[CH:5]=[C:4]([C:9]2[CH:14]=[C:13]([Cl:15])[CH:12]=[CH:11][C:10]=2[O:16][CH3:17])[N:3]=1.B(O)(O)[C:19]1[CH:20]=[CH:21][C:22]([CH3:25])=[CH:23][CH:24]=1.C(N(CC)CC)C. Product: [Cl:1][C:2]1[CH:7]=[C:6]([NH:8][C:19]2[CH:24]=[CH:23][C:22]([CH3:25])=[CH:21][CH:20]=2)[CH:5]=[C:4]([C:9]2[CH:14]=[C:13]([Cl:15])[CH:12]=[CH:11][C:10]=2[O:16][CH3:17])[N:3]=1. The catalyst class is: 221. (6) Reactant: [F:1][C:2]1[CH:7]=[CH:6][C:5]([CH:8]([O:10][C:11]2[CH:15]=[C:14]([N:16]3[C:24]4[CH:23]=[C:22]([CH2:25][OH:26])[N:21]=[CH:20][C:19]=4[N:18]=[CH:17]3)[S:13][C:12]=2[C:27]([NH2:29])=[O:28])[CH3:9])=[C:4]([C:30]([F:33])([F:32])[F:31])[CH:3]=1.[CH3:34][S:35](Cl)(=[O:37])=[O:36].C(N(CC)CC)C. Product: [CH3:34][S:35]([O:26][CH2:25][C:22]1[N:21]=[CH:20][C:19]2[N:18]=[CH:17][N:16]([C:14]3[S:13][C:12]([C:27](=[O:28])[NH2:29])=[C:11]([O:10][CH:8]([C:5]4[CH:6]=[CH:7][C:2]([F:1])=[CH:3][C:4]=4[C:30]([F:33])([F:31])[F:32])[CH3:9])[CH:15]=3)[C:24]=2[CH:23]=1)(=[O:37])=[O:36]. The catalyst class is: 4. (7) Reactant: [CH3:1][O-:2].[Na+].[NH2:4][C:5]1[C:14]([N+:15]([O-:17])=[O:16])=[CH:13][CH:12]=[C:11](F)[C:6]=1[C:7]([O:9][CH3:10])=[O:8]. Product: [NH2:4][C:5]1[C:14]([N+:15]([O-:17])=[O:16])=[CH:13][CH:12]=[C:11]([O:2][CH3:1])[C:6]=1[C:7]([O:9][CH3:10])=[O:8]. The catalyst class is: 5. (8) The catalyst class is: 1. Reactant: [F:1][C:2]1[CH:7]=[CH:6][C:5]([N:8]2[CH:12]=[C:11](C(O)=O)N=C2)=[CH:4][CH:3]=1.FC1C=CC([N:23]2C=C(CO)N=C2)=CC=1.O1[CH2:34][CH2:33][CH2:32][CH2:31]1.B.CO. Product: [C:32]([C:33]1[N:23]=[C:12]([CH3:11])[N:8]([C:5]2[CH:6]=[CH:7][C:2]([F:1])=[CH:3][CH:4]=2)[CH:34]=1)#[CH:31].